This data is from Full USPTO retrosynthesis dataset with 1.9M reactions from patents (1976-2016). The task is: Predict the reactants needed to synthesize the given product. Given the product [ClH:54].[ClH:54].[NH2:1][C:2]1[C:7]([C:8]#[C:9][C:10]2[CH:11]=[CH:12][C:13]([NH2:16])=[CH:14][N:15]=2)=[C:6]([O:24][C:25]2[CH:30]=[CH:29][C:28]([NH:31][C:32]([NH:34][C:35](=[O:44])[CH2:36][C:37]3[CH:38]=[CH:39][C:40]([F:43])=[CH:41][CH:42]=3)=[O:33])=[CH:27][C:26]=2[F:45])[CH:5]=[CH:4][N:3]=1, predict the reactants needed to synthesize it. The reactants are: [NH2:1][C:2]1[C:7]([C:8]#[C:9][C:10]2[N:15]=[CH:14][C:13]([NH:16]C(=O)OC(C)(C)C)=[CH:12][CH:11]=2)=[C:6]([O:24][C:25]2[CH:30]=[CH:29][C:28]([NH:31][C:32]([NH:34][C:35](=[O:44])[CH2:36][C:37]3[CH:42]=[CH:41][C:40]([F:43])=[CH:39][CH:38]=3)=[O:33])=[CH:27][C:26]=2[F:45])[CH:5]=[CH:4][N:3]=1.C(O)(C(F)(F)F)=O.C(Cl)[Cl:54].